From a dataset of Reaction yield outcomes from USPTO patents with 853,638 reactions. Predict the reaction yield, written as a fraction of the theoretical maximum amount of product (1.0 means a 100% yield; for example, 0.34 means a 34% yield). The reactants are [F:1][C:2]1[CH:7]=[CH:6][C:5]([C:8]2[C:17](=O)[NH:16][C:15]3[C:10](=[CH:11][CH:12]=[C:13]([C:19]([O:21][CH3:22])=[O:20])[CH:14]=3)[N:9]=2)=[CH:4][CH:3]=1.P(Cl)(Cl)([Cl:25])=O. No catalyst specified. The product is [Cl:25][C:17]1[C:8]([C:5]2[CH:6]=[CH:7][C:2]([F:1])=[CH:3][CH:4]=2)=[N:9][C:10]2[C:15]([N:16]=1)=[CH:14][C:13]([C:19]([O:21][CH3:22])=[O:20])=[CH:12][CH:11]=2. The yield is 0.900.